Predict the reactants needed to synthesize the given product. From a dataset of Full USPTO retrosynthesis dataset with 1.9M reactions from patents (1976-2016). (1) Given the product [C:22]([O:26][C:27]([N:29]1[CH2:34][CH2:33][N:32]([C:6]2[CH:5]=[C:4]([C:9]3[CH:14]=[CH:13][C:12]([F:15])=[C:11]([Cl:16])[CH:10]=3)[N:3]=[C:2]([Cl:1])[N:7]=2)[CH2:31][CH2:30]1)=[O:28])([CH3:25])([CH3:23])[CH3:24], predict the reactants needed to synthesize it. The reactants are: [Cl:1][C:2]1[N:7]=[C:6](Cl)[CH:5]=[C:4]([C:9]2[CH:14]=[CH:13][C:12]([F:15])=[C:11]([Cl:16])[CH:10]=2)[N:3]=1.C([O-])(O)=O.[Na+].[C:22]([O:26][C:27]([N:29]1[CH2:34][CH2:33][NH:32][CH2:31][CH2:30]1)=[O:28])([CH3:25])([CH3:24])[CH3:23]. (2) Given the product [CH3:1][C:2]1([CH3:15])[CH2:7][CH2:6][CH:5]([OH:8])[CH:4]([C:9]2[N:13]([CH3:14])[N:12]=[CH:11][CH:10]=2)[CH2:3]1, predict the reactants needed to synthesize it. The reactants are: [CH3:1][C:2]1([CH3:15])[CH2:7][CH2:6][C:5](=[O:8])[C:4]([C:9]2[N:13]([CH3:14])[N:12]=[CH:11][CH:10]=2)=[CH:3]1.[BH4-].[Na+].[Cl-].[NH4+].